From a dataset of Full USPTO retrosynthesis dataset with 1.9M reactions from patents (1976-2016). Predict the reactants needed to synthesize the given product. (1) Given the product [CH3:12][CH:9]1[C:10]2[C:5](=[CH:4][CH:3]=[C:2]([C:15]3[CH:20]=[CH:19][CH:18]=[CH:17][N:16]=3)[CH:11]=2)[CH2:6][CH2:7][NH:8]1, predict the reactants needed to synthesize it. The reactants are: Br[C:2]1[CH:11]=[C:10]2[C:5]([CH2:6][CH2:7][NH:8][CH:9]2[CH3:12])=[CH:4][CH:3]=1.C[Sn](C)(C)[C:15]1[CH:20]=[CH:19][CH:18]=[CH:17][N:16]=1. (2) The reactants are: [CH2:1]([O:3][C:4]([N:6]1[CH:11]2[CH2:12][CH2:13][CH:7]1[CH2:8][CH:9]([N:14]1[CH2:19][CH2:18][CH:17]([NH:20][C:21]3[CH:26]=[CH:25][C:24]([F:27])=[CH:23][CH:22]=3)[CH2:16][CH2:15]1)[CH2:10]2)=[O:5])[CH3:2].CCN(CC)CC.[CH:35]1([C:41](Cl)=[O:42])[CH2:40][CH2:39][CH2:38][CH2:37][CH2:36]1.[OH-].[Na+]. Given the product [CH2:1]([O:3][C:4]([N:6]1[CH:11]2[CH2:12][CH2:13][CH:7]1[CH2:8][CH:9]([N:14]1[CH2:15][CH2:16][CH:17]([N:20]([C:41]([CH:35]3[CH2:40][CH2:39][CH2:38][CH2:37][CH2:36]3)=[O:42])[C:21]3[CH:22]=[CH:23][C:24]([F:27])=[CH:25][CH:26]=3)[CH2:18][CH2:19]1)[CH2:10]2)=[O:5])[CH3:2], predict the reactants needed to synthesize it. (3) The reactants are: [CH3:1][C:2]1[C:8]([CH3:9])=[CH:7][CH:6]=[CH:5][C:3]=1[NH2:4].[C:10]([O:15][CH2:16][CH3:17])(=[O:14])[C:11]([CH3:13])=O.S([O-])([O-])(=O)=O.[Mg+2].NC1C=CC=CC=1.C(O[BH-](OC(=O)C)OC(=O)C)(=O)C.[Na+].C(=O)(O)[O-].[Na+]. Given the product [CH3:1][C:2]1[C:8]([CH3:9])=[CH:7][CH:6]=[CH:5][C:3]=1[NH:4][CH:11]([CH3:13])[C:10]([O:15][CH2:16][CH3:17])=[O:14], predict the reactants needed to synthesize it. (4) Given the product [C:1]1([C:8]2[C:9]([C:14]3[CH:15]=[CH:16][CH:17]=[CH:18][CH:19]=3)=[CH:10][CH:11]=[CH:12][CH:13]=2)[CH:6]=[CH:5][CH:4]=[CH:3][C:2]=1[NH:7][C:21]1[CH:26]=[CH:25][CH:24]=[CH:23][C:22]=1[C:27]1[C:28]([C:33]2[CH:34]=[CH:35][CH:36]=[CH:37][CH:38]=2)=[CH:29][CH:30]=[CH:31][CH:32]=1, predict the reactants needed to synthesize it. The reactants are: [C:1]1([C:8]2[C:9]([C:14]3[CH:19]=[CH:18][CH:17]=[CH:16][CH:15]=3)=[CH:10][CH:11]=[CH:12][CH:13]=2)[C:2]([NH2:7])=[CH:3][CH:4]=[CH:5][CH:6]=1.Br[C:21]1[CH:26]=[CH:25][CH:24]=[CH:23][C:22]=1[C:27]1[C:28]([C:33]2[CH:38]=[CH:37][CH:36]=[CH:35][CH:34]=2)=[CH:29][CH:30]=[CH:31][CH:32]=1.CC(C)([O-])C.[Na+].C1(C)C(C)=CC=CC=1. (5) Given the product [Cl:18][C:14]1[CH:13]=[C:12]([C@@H:10]([OH:11])[CH2:9][NH:8][CH2:19][CH2:20][C:21]2[CH:22]=[CH:23][C:24]([CH2:27][C:28]3[CH:29]=[CH:30][C:31]([OH:34])=[CH:32][CH:33]=3)=[CH:25][CH:26]=2)[CH:17]=[CH:16][CH:15]=1, predict the reactants needed to synthesize it. The reactants are: C([N:8]([CH2:19][CH2:20][C:21]1[CH:26]=[CH:25][C:24]([CH:27](O)[C:28]2[CH:33]=[CH:32][C:31]([OH:34])=[CH:30][CH:29]=2)=[CH:23][CH:22]=1)[CH2:9][C@@H:10]([C:12]1[CH:17]=[CH:16][CH:15]=[C:14]([Cl:18])[CH:13]=1)[OH:11])C1C=CC=CC=1.